This data is from Forward reaction prediction with 1.9M reactions from USPTO patents (1976-2016). The task is: Predict the product of the given reaction. (1) Given the reactants [Br:1]Br.[NH2:3][C:4]1[C:13]([N+:14]([O-:16])=[O:15])=[C:12]2[C:7]([C:8]([CH3:20])([CH3:19])[C:9](=O)[NH:10][C:11]2=O)=[CH:6][CH:5]=1, predict the reaction product. The product is: [NH2:3][C:4]1[C:13]([N+:14]([O-:16])=[O:15])=[C:12]2[C:7]([C:8]([CH3:20])([CH3:19])[CH2:9][N:10]=[CH:11]2)=[CH:6][C:5]=1[Br:1]. (2) Given the reactants [CH3:1][C@H:2]1[NH:7][C:6](=S)[C@@H:5]([NH:9][C:10](=[O:16])[O:11][C:12]([CH3:15])([CH3:14])[CH3:13])[CH2:4][C@H:3]1[C:17]1[CH:22]=[CH:21][CH:20]=[CH:19][CH:18]=1.O.[NH2:24][NH2:25], predict the reaction product. The product is: [C:12]([O:11][C:10](=[O:16])[NH:9][C@H:5]1[CH2:4][C@@H:3]([C:17]2[CH:22]=[CH:21][CH:20]=[CH:19][CH:18]=2)[C@@H:2]([CH3:1])[NH:7][C:6]1=[N:24][NH2:25])([CH3:15])([CH3:14])[CH3:13]. (3) Given the reactants Cl[C:2]1[N:7]=[CH:6][C:5]([S:8]([N:11]2[CH2:16][CH2:15][N:14]([C:17]3[N:22]=[CH:21][C:20]([C:23]([OH:29])([CH3:28])[C:24]([F:27])([F:26])[F:25])=[CH:19][N:18]=3)[CH:13]([C:30]#[C:31][CH3:32])[CH2:12]2)(=[O:10])=[O:9])=[CH:4][CH:3]=1.[OH-].[NH4+:34], predict the reaction product. The product is: [NH2:34][C:2]1[N:7]=[CH:6][C:5]([S:8]([N:11]2[CH2:16][CH2:15][N:14]([C:17]3[N:22]=[CH:21][C:20]([C:23]([OH:29])([CH3:28])[C:24]([F:27])([F:26])[F:25])=[CH:19][N:18]=3)[CH:13]([C:30]#[C:31][CH3:32])[CH2:12]2)(=[O:10])=[O:9])=[CH:4][CH:3]=1. (4) Given the reactants [F:1][C:2]1[CH:7]=[CH:6][C:5]([C:8]2[CH:12]=[CH:11][NH:10][N:9]=2)=[CH:4][CH:3]=1.[CH:13]1(B(O)O)[CH2:15][CH2:14]1.C(N(CC)CC)C.N1C=CC=CC=1, predict the reaction product. The product is: [CH:13]1([N:10]2[CH:11]=[CH:12][C:8]([C:5]3[CH:4]=[CH:3][C:2]([F:1])=[CH:7][CH:6]=3)=[N:9]2)[CH2:15][CH2:14]1. (5) Given the reactants [C:1]([O:5][C:6]([NH:8][C@@H:9]1[C@H:14]([NH:15][C:16]2[N:21]=[C:20](Cl)[C:19]3[C:23](=[O:33])[N:24]([C:26]([O:28][C:29]([CH3:32])([CH3:31])[CH3:30])=[O:27])[CH2:25][C:18]=3[C:17]=2[F:34])[CH2:13][CH2:12][O:11][CH2:10]1)=[O:7])([CH3:4])([CH3:3])[CH3:2].[F:35][C:36]1[CH:47]=[CH:46][C:39]2[S:40][C:41](B(O)O)=[CH:42][C:38]=2[CH:37]=1, predict the reaction product. The product is: [C:1]([O:5][C:6]([NH:8][C@@H:9]1[C@H:14]([NH:15][C:16]2[N:21]=[C:20]([C:41]3[S:40][C:39]4[CH:46]=[CH:47][C:36]([F:35])=[CH:37][C:38]=4[CH:42]=3)[C:19]3[C:23](=[O:33])[N:24]([C:26]([O:28][C:29]([CH3:32])([CH3:31])[CH3:30])=[O:27])[CH2:25][C:18]=3[C:17]=2[F:34])[CH2:13][CH2:12][O:11][CH2:10]1)=[O:7])([CH3:4])([CH3:3])[CH3:2]. (6) The product is: [Cl:1][C:2]1[CH:11]=[C:6]([CH2:7][OH:8])[C:5]([CH:12]=[CH2:13])=[N:4][CH:3]=1. Given the reactants [Cl:1][C:2]1[CH:3]=[N:4][C:5]([CH:12]=[CH2:13])=[C:6]([CH:11]=1)[C:7](OC)=[O:8].[H-].C([Al+]CC(C)C)C(C)C, predict the reaction product. (7) Given the reactants [CH:1]1([N:4]2[C:13]3[C:8](=[CH:9][C:10]([F:22])=[C:11]([O:14][S:15]([C:18]([F:21])([F:20])[F:19])(=[O:17])=[O:16])[CH:12]=3)[C:7](=[O:23])[C:6]([C:24]([O:26][CH2:27][CH3:28])=[O:25])=[CH:5]2)[CH2:3][CH2:2]1.C1(N2C3C(=CC(F)=C(F)C=3[O:42][CH:43]([F:45])[F:44])C(=O)C=C2C(O)=O)CC1, predict the reaction product. The product is: [CH:1]1([N:4]2[C:13]3[C:8](=[CH:9][C:10]([F:22])=[C:11]([O:14][S:15]([C:18]([F:21])([F:20])[F:19])(=[O:17])=[O:16])[C:12]=3[O:42][CH:43]([F:45])[F:44])[C:7](=[O:23])[C:6]([C:24]([O:26][CH2:27][CH3:28])=[O:25])=[CH:5]2)[CH2:2][CH2:3]1.